From a dataset of Experimentally validated miRNA-target interactions with 360,000+ pairs, plus equal number of negative samples. Binary Classification. Given a miRNA mature sequence and a target amino acid sequence, predict their likelihood of interaction. (1) The miRNA is hsa-miR-6719-3p with sequence UCUGACAUCAGUGAUUCUCCUG. The protein sequence of the target gene is MALPSRILLWKLVLLQSSAVLLHSGSSVPAAAGSSVVSESAVSWEAGARAVLRCQSPRMVWTQDRLHDRQRVLHWDLRGPGGGPARRLLDLYSAGEQRVYEARDRGRLELSASAFDDGNFSLLIRAVEETDAGLYTCNLHHHYCHLYESLAVRLEVTDGPPATPAYWDGEKEVLAVARGAPALLTCVNRGHVWTDRHVEEAQQVVHWDRQPPGVPHDRADRLLDLYASGERRAYGPLFLRDRVAVGADAFERGDFSLRIEPLEVADEGTYSCHLHHHYCGLHERRVFHLTVAEPHAEPPP.... Result: 0 (no interaction). (2) The miRNA is hsa-miR-21-3p with sequence CAACACCAGUCGAUGGGCUGU. The protein sequence of the target gene is MEKSVAETENGDAFLELKKLPTSKSPHRYTKEELLDIKERPYSKQRPSCLSEKYDSDGVWDPEKWHASLYPASGRSSPVESLKKESESDRPSLVRRIADPRERVKEDDLDVVLSPQRRSFGGGCHVTAAVSSRRSGSPLEKDSDGLRLLGGRRIGSGRIISARAFEKDHRLSDKDLRDLRDRDRERDYKDKRFRREFGDSKRVFGERRRNDSYTEEEPEWFSAGPTSQSETIELTGFDDKILEEDHKGRKRTRRRTASVKEGIVECNGGVAEEDEVEVILAQEPSADQEVPRDVILPEQS.... Result: 0 (no interaction). (3) The protein sequence of the target gene is MATQGHLTFKDVAIEFSQEEWKCLEPVQKALYKDVMLENYRNLVFLGISPKCVIKELPPTENSNTGERFQTVALERHQSYDIENLYFREIQKHLHDLEFQWKDGETNDKEVPVPHENNLTGKRDQHSQGDVENNHIENQLTSNFESRLAELQKVQTEGRLYECNETEKTGNNGCLVSPHIREKTYVCNECGKAFKASSSLINHQRIHTTEKPYKCNECGKAFHRASLLTVHKVVHTRGKSYQCDVCGKIFRKNSYFVRHQRSHTGQKPYICNECGKSFSKSSHLAVHQRIHTGEKPYKCN.... Result: 1 (interaction). The miRNA is hsa-miR-3921 with sequence UCUCUGAGUACCAUAUGCCUUGU. (4) The protein sequence of the target gene is MGERLLESKKDHQHGEILTQVPDDMLKKKTPRVKSCGEVSVGHASLNRHHRADTGHKPYEYQEYGQKPYKCTYCKKAFSDLPYFRTHEWAHTGGKPYDCEECGKSFISRSSIRRHRIMHSGDGPYKCNFCGKALMCLSLYLIHKRTHTGEKPYECKQCGKAFSHSGSLRIHERTHTGEKPYECSECGKAFHSSTCLHAHKITHTGEKPYECKQCGKAFVSFNSVRYHERTHTGEKPYECKQCGKAFRSASHLRTHGRTHTGEKPYECKQCGKAFGCASSVKIHERTHTGEKPCSSNTSKG.... The miRNA is hsa-miR-4713-5p with sequence UUCUCCCACUACCAGGCUCCCA. Result: 1 (interaction). (5) The protein sequence of the target gene is MKMQSPKMEQEEVEEERMRNKWPWMKAAQLMEFRMQALVYRYIEAGLRVPHHLVVPIWNSLALSSSSNYNYHSSSLLSNKGVTHIDTLETEPTRCRRTDGKKWRCSNTVLLFEKYCERHMHRGRKRSRKLVESSSEVASSSTKYDNTYGLDRYNESQSHLHGTISGSSNAQVVTIASLPSARSCENVIRPSLVISEFTNKSVSHGRKNMEMSYDDFINEKEASMCVGVVPLQGDESKPSVQKFFPEVSDKCLEAAKFSSNRKNDIIARSREWKNMNVNGGLFHGIHFSPDTVLQERGCFR.... The miRNA is cgr-miR-29b-3p with sequence UAGCACCAUUUGAAAUCAGUGUU. Result: 0 (no interaction). (6) The miRNA is mmu-miR-1264-3p with sequence CAAAUCUUAUUUGAGCACCUGU. The protein sequence of the target gene is MGNLLKVLTCTDLEQGPNFFLDFENAQPTESEKEIYNQVNVVLKDAEGILEDLQSYRGAGHEIREAIQHPADEKLQEKAWGAVVPLVGKLKKFYEFSQRLEAALRGLLGALTSTPYSPTQHLEREQALAKQFAEILHFTLRFDELKMTNPAIQNDFSYYRRTLSRMRINNVPAEGENEVNNELANRMSLFYAEATPMLKTLSDATTKFVSENKNLPIENTTDCLSTMASVCRVMLETPEYRSRFTNEETVSFCLRVMVGVIILYDHVHPVGAFAKTSKIDMKGCIKVLKDQPPNSVEGLL.... Result: 0 (no interaction). (7) The miRNA is hsa-miR-6744-5p with sequence UGGAUGACAGUGGAGGCCU. The protein sequence of the target gene is MALRSRFWGLFSVCRNPGCRFAALSTSSEPAAKPEVDPVENEAVAPEFTNRNPRNLELLSVARKERGWRTVFPSREFWHRLRVIRTQHHVEALVEHQNGKVVVSASTREWAIKKHLYSTRNVVACESIGRVLAQRCLEAGINFMVYQPTPWEAASDSMKRLQSAMTEGGVVLREPQRIYE. Result: 1 (interaction). (8) The miRNA is rno-miR-101b-3p with sequence UACAGUACUGUGAUAGCUGAA. The protein sequence of the target gene is MNLRGLFQDFNPSKFLIYACLLLFSVLLALRLDGIIQWSYWAVFAPIWLWKLMVIVGASVGTGVWARNPQYRAEGETCVEFKAMLIAVGIHLLLLMFEVLVCDRIERGSHFWLLVFMPLFFVSPVSVAACVWGFRHDRSLELEILCSVNILQFIFIALRLDKIIHWPWLVVCVPLWILMSFLCLVVLYYIVWSVLFLRSMDVIAEQRRTHITMALSWMTIVVPLLTFEILLVHKLDGHNAFSSIPIFVPLWLSLITLMATTFGQKGGNHWWFGIRKDFCQFLLEIFPFLREYGNISYDLH.... Result: 0 (no interaction). (9) The miRNA is mmu-miR-421-3p with sequence AUCAACAGACAUUAAUUGGGCGC. The protein sequence of the target gene is MAASELYTKFARVWIPDPEEVWKSAELLKDYKPGDKVLLLHLEEGKDLEYRLDPKTGELPHLRNPDILVGENDLTALSYLHEPAVLHNLRVRFIDSKLIYTYCGIVLVAINPYEQLPIYGEDIINAYSGQNMGDMDPHIFAVAEEAYKQMARDERNQSIIVSGESGAGKTVSAKYAMRYFATVSGSASEANVEEKVLASNPIMESIGNAKTTRNDNSSRFGKYIEIGFDKRYRIIGANMRTYLLEKSRVVFQAEEERNYHIFYQLCASAKLPEFKMLRLGNADSFHYTKQGGSPMIEGVD.... Result: 0 (no interaction).